Dataset: Reaction yield outcomes from USPTO patents with 853,638 reactions. Task: Predict the reaction yield, written as a fraction of the theoretical maximum amount of product (1.0 means a 100% yield; for example, 0.34 means a 34% yield). (1) The reactants are [CH2:1](OC(C1C(=O)N(CC2C=CC=CC=2)C2SC=C(C)C=2C=1O)=O)C.[CH2:25]([N:32]1[C:37](=[O:38])[C:36]([C:39]#[N:40])=[C:35]([Cl:41])[C:34]2[CH:42]=[CH:43][S:44][C:33]1=2)[C:26]1[CH:31]=[CH:30][CH:29]=[CH:28][CH:27]=1. No catalyst specified. The product is [CH2:25]([N:32]1[C:37](=[O:38])[C:36]([C:39]#[N:40])=[C:35]([Cl:41])[C:34]2[C:42]([CH3:1])=[CH:43][S:44][C:33]1=2)[C:26]1[CH:27]=[CH:28][CH:29]=[CH:30][CH:31]=1. The yield is 0.870. (2) The reactants are [C:1](#[N:3])[CH3:2].[Li]CCCC.[F:9][C:10]([F:19])([F:18])[C:11]([CH3:17])([CH3:16])[C:12](OC)=[O:13]. The catalyst is C1COCC1. The product is [F:9][C:10]([F:19])([F:18])[C:11]([CH3:17])([CH3:16])[C:12](=[O:13])[CH2:2][C:1]#[N:3]. The yield is 0.570. (3) The reactants are [NH2:1][C:2]1[N:3]([CH3:24])[C:4](=[O:23])[C:5]2([C:15]3[C:10](=[CH:11][CH:12]=[C:13](Br)[CH:14]=3)[O:9][CH:8]([C:17]3[CH:22]=[CH:21][CH:20]=[CH:19][CH:18]=3)[CH2:7]2)[N:6]=1.[CH3:25][S:26]([NH:29][C:30]1[CH:31]=[C:32](B(O)O)[CH:33]=[CH:34][CH:35]=1)(=[O:28])=[O:27]. The catalyst is O1CCOCC1.C([O-])([O-])=O.[Cs+].[Cs+].Cl[Pd](Cl)([P](C1C=CC=CC=1)(C1C=CC=CC=1)C1C=CC=CC=1)[P](C1C=CC=CC=1)(C1C=CC=CC=1)C1C=CC=CC=1. The product is [NH2:1][C:2]1[N:3]([CH3:24])[C:4](=[O:23])[C:5]2([C:15]3[C:10](=[CH:11][CH:12]=[C:13]([C:34]4[CH:35]=[C:30]([NH:29][S:26]([CH3:25])(=[O:27])=[O:28])[CH:31]=[CH:32][CH:33]=4)[CH:14]=3)[O:9][CH:8]([C:17]3[CH:22]=[CH:21][CH:20]=[CH:19][CH:18]=3)[CH2:7]2)[N:6]=1. The yield is 0.0400.